From a dataset of Full USPTO retrosynthesis dataset with 1.9M reactions from patents (1976-2016). Predict the reactants needed to synthesize the given product. (1) Given the product [Cl:1][C:2]1[C:3]([O:13][CH2:21][CH2:22][O:23][CH3:24])=[CH:4][CH:5]=[C:6]2[C:11]=1[N:10]=[C:9]([CH3:12])[CH:8]=[CH:7]2, predict the reactants needed to synthesize it. The reactants are: [Cl:1][C:2]1[C:3]([OH:13])=[CH:4][CH:5]=[C:6]2[C:11]=1[N:10]=[C:9]([CH3:12])[CH:8]=[CH:7]2.C(=O)([O-])[O-].[K+].[K+].Br[CH2:21][CH2:22][O:23][CH3:24]. (2) Given the product [Cl:1][C:2]1[CH:3]=[CH:4][C:5]([C@@H:6]([NH2:13])[C:7]2[CH:12]=[CH:11][CH:10]=[CH:9][CH:8]=2)=[CH:14][CH:15]=1, predict the reactants needed to synthesize it. The reactants are: [Cl:1][C:2]1[CH:15]=[CH:14][C:5]([CH:6]([NH2:13])[C:7]2[CH:12]=[CH:11][CH:10]=[CH:9][CH:8]=2)=[CH:4][CH:3]=1.C(O)(=O)[C@H]([C@@H](C(O)=O)O)O. (3) Given the product [Na+:20].[F:18][C:15]([F:16])([F:17])[C:12]1[CH:13]=[CH:14][C:8]2[S:7][C:6]([C:4]([O-:5])=[O:3])=[N:10][C:9]=2[CH:11]=1, predict the reactants needed to synthesize it. The reactants are: C([O:3][C:4]([C:6]1[S:7][C:8]2[CH:14]=[CH:13][C:12]([C:15]([F:18])([F:17])[F:16])=[CH:11][C:9]=2[N:10]=1)=[O:5])C.[OH-].[Na+:20]. (4) Given the product [OH:1][C:2]([CH3:11])([CH3:10])[C@@H:3]([C:5]([N:7]([CH3:9])[CH3:8])=[O:6])[NH:4][C:13]1[CH2:17][S:16][C:15](=[O:18])[N:14]=1, predict the reactants needed to synthesize it. The reactants are: [OH:1][C:2]([CH3:11])([CH3:10])[C@@H:3]([C:5]([N:7]([CH3:9])[CH3:8])=[O:6])[NH2:4].S=[C:13]1[CH2:17][S:16][C:15](=[O:18])[NH:14]1. (5) Given the product [I-:1].[CH2:4]([N:8]([CH2:23][CH2:24][CH2:25][CH3:26])[C:9]1[CH:10]=[CH:11][C:12]2[NH2+:13][C:14]3[C:19]([S:20][C:21]=2[CH:22]=1)=[CH:18][C:17]([N:54]([CH2:37][CH2:36][N:31]([CH2:27][CH3:28])[CH2:32][CH3:33])[CH2:50][CH3:51])=[CH:16][CH:15]=3)[CH2:5][CH2:6][CH3:7], predict the reactants needed to synthesize it. The reactants are: [I-:1].[I-].[I-].[CH2:4]([N:8]([CH2:23][CH2:24][CH2:25][CH3:26])[C:9]1[CH:10]=[CH:11][C:12]2[NH2+:13][C:14]3[C:19]([S:20][C:21]=2[CH:22]=1)=[CH:18][CH:17]=[CH:16][CH:15]=3)[CH2:5][CH2:6][CH3:7].[CH2:27]([N:31]([C:36]1[CH:37]=CC2[NH2+]C3C(SC=2C=1)=CC=CC=3)[CH2:32][CH2:33]CC)[CH2:28]CC.[CH2:50]([N:54](C1C=CC2[NH2+]C3C(SC=2C=1)=CC=CC=3)CCCC)[CH2:51]CC.CN(C)CCNCC. (6) Given the product [C:27]([C:2]1[CH:7]=[CH:6][N:5]=[C:4]([NH:8][C:9](=[O:25])[C:10]2[CH:15]=[CH:14][C:13]([B:16]3[O:20][C:19]([CH3:22])([CH3:21])[C:18]([CH3:24])([CH3:23])[O:17]3)=[CH:12][CH:11]=2)[CH:3]=1)#[N:26], predict the reactants needed to synthesize it. The reactants are: F[C:2]1[CH:7]=[CH:6][N:5]=[C:4]([NH:8][C:9](=[O:25])[C:10]2[CH:15]=[CH:14][C:13]([B:16]3[O:20][C:19]([CH3:22])([CH3:21])[C:18]([CH3:24])([CH3:23])[O:17]3)=[CH:12][CH:11]=2)[CH:3]=1.[NH2:26][C:27]1C=C(C=CN=1)C#N. (7) The reactants are: [NH2:1][C:2]1[CH:3]=[CH:4][C:5]([F:21])=[C:6]([C@:8]2([CH3:20])[C@@H:13]([F:14])[C@@H:12]([C:15]([F:18])([F:17])[F:16])[O:11][C:10]([NH2:19])=[N:9]2)[CH:7]=1.[Cl:22][C:23]1[CH:24]=[CH:25][C:26]([C:29](O)=[O:30])=[N:27][CH:28]=1.C[N+]1(C2N=C(OC)N=C(OC)N=2)CCOCC1.[Cl-]. Given the product [NH2:19][C:10]1[O:11][C@H:12]([C:15]([F:18])([F:17])[F:16])[C@H:13]([F:14])[C@:8]([C:6]2[CH:7]=[C:2]([NH:1][C:29](=[O:30])[C:26]3[CH:25]=[CH:24][C:23]([Cl:22])=[CH:28][N:27]=3)[CH:3]=[CH:4][C:5]=2[F:21])([CH3:20])[N:9]=1, predict the reactants needed to synthesize it.